The task is: Binary Classification. Given a miRNA mature sequence and a target amino acid sequence, predict their likelihood of interaction.. This data is from Experimentally validated miRNA-target interactions with 360,000+ pairs, plus equal number of negative samples. (1) The miRNA is dre-miR-9-5p with sequence UCUUUGGUUAUCUAGCUGUAUGA. The protein sequence of the target gene is MNESASQEELRPAQENRKEDKERKWNLTEVKELHETLQSVPDVPVKEDTNSVVEKAMDEIKSQELNLEGQRKISPGSIKDSKTEASGNIAIRKSAKVIFALDETELKSKPEHTWKKNLFERMEARAQAMQQKIIDKENLKKELEKKAEKKLPRDNLAKEWFNTDSMTLNNTAYLLDKLLPTLVPGVENMLTQVEKKKVLTEADTPSKFDPINYLGEYLIRNNPNYIKDPGMSGYQRLMKEVTEDLKIYVPDTICNRVSKMKENVKQNRKQRESIDKIIVKVANTRKQALQEQFDEWILDP.... Result: 0 (no interaction). (2) The miRNA is hsa-miR-6516-3p with sequence AUCAUGUAUGAUACUGCAAACA. The protein sequence of the target gene is MRPALAVGLVFAGCCSNVIFLELLARKHPGCGNIVTFAQFLFIAVEGFLFEADLGRKPPAIPIRYYAIMVTMFFTVSVVNNYALNLNIAMPLHMIFRSGSLIANMILGIIILKKRYSIFKYTSIALVSVGIFICTFMSAKQVTSQSSLSENDGFQAFVWWLLGIGALTFALLMSARMGIFQETLYKRFGKHSKEALFYNHALPLPGFVFLASDIYDHAVLFNKSELYEIPVIGVTLPIMWFYLLMNIITQYVCIRGVFILTTECASLTVTLVVTLRKFVSLIFSILYFQNPFTLWHWLGT.... Result: 0 (no interaction). (3) The miRNA is mmu-miR-709 with sequence GGAGGCAGAGGCAGGAGGA. The protein sequence of the target gene is MNWNTKQENVPKPPPYSKTQSSILQHFLMTSTTSQSSFNYSPHNQEASQTSFNYSLHNQEACMYSGNSNSVSQPLLSGRNYITPQTQISVSNMPTRTIVASQSSMERVVSTNGKGPQQPNHNLQTVSSGIMQNVWLPSHTEATISHNPDGGTNMPYMHPPQNQLVTSDTYSMQLQMAPLHSGKVPMTHQGSQGLNHFIPDQLVDWTQYTSNELSYPEYRPPPKQYSYILPATTSLQVKNNQLPTYTQSLQSKHSVPLSSHQYAAEASKRLSALPYSCRYENQHVQNAQPVSKHLPMEVPQ.... Result: 1 (interaction). (4) The miRNA is hsa-miR-24-3p with sequence UGGCUCAGUUCAGCAGGAACAG. The protein sequence of the target gene is MSNVRVSNGSPSLERMDARQAEHPKPSACRNLFGPVDHEELTRDLEKHCRDMEEASQRKWNFDFQNHKPLEGKYEWQEVEKGSLPEFYYRPPRPPKGACKVPAQESQDVSGSRPAAPLIGAPANSEDTHLVDPKTDPSDSQTGLAEQCAGIRKRPATDDSSTQNKRANRTEENVSDGSPNAGSVEQTPKKPGLRRRQT. Result: 1 (interaction). (5) The miRNA is hsa-miR-1275 with sequence GUGGGGGAGAGGCUGUC. The protein sequence of the target gene is MAYHSFLVEPISCHAWNKDRTQIAICPNNHEVHIYEKSGAKWTKVHELKEHNGQVTGIDWAPESNRIVTCGTDRNAYVWTLKGRTWKPTLVILRINRAARCVRWAPNENKFAVGSGSRVISICYFEQENDWWVCKHIKKPIRSTVLSLDWHPNNVLLAAGSCDFKCRIFSAYIKEVEERPAPTPWGSKMPFGELMFESSSSCGWVHGVCFSASGSRVAWVSHDSTVCLADADKKMAVATLASETLPLLALTFITDNSLVAAGHDCFPVLFTYDAAAGMLSFGGRLDVPKQSSQRGLTARE.... Result: 1 (interaction). (6) The miRNA is hsa-miR-329-3p with sequence AACACACCUGGUUAACCUCUUU. The protein sequence of the target gene is MAAVVEVEVGGGAAGERELDEVDMSDLSPEEQWRVEHARMHAKHRGHEAMHAEMVLILIATLVVAQLLLVQWKQRHPRSYNMVTLFQMWVVPLYFTVKLHWWRFLVIWILFSAVTAFVTFRATRKPLVQTTPRLVYKWFLLIYKISYATGIVGYMAVMFTLFGLNLLFKIKPEDAMDFGISLLFYGLYYGVLERDFAEMCADYMASTIGFYSESGMPTKHLSDSVCAVCGQQIFVDVSEEGIIENTYRLSCNHVFHEFCIRGWCIVGKKQTCPYCKEKVDLKRMFSNPWERPHVMYGQLL.... Result: 1 (interaction).